This data is from Peptide-MHC class II binding affinity with 134,281 pairs from IEDB. The task is: Regression. Given a peptide amino acid sequence and an MHC pseudo amino acid sequence, predict their binding affinity value. This is MHC class II binding data. (1) The peptide sequence is VYMDAVFEYTIDCDG. The MHC is DRB1_0301 with pseudo-sequence DRB1_0301. The binding affinity (normalized) is 0.744. (2) The peptide sequence is FEAMYLGTCQTLTPM. The MHC is DRB1_1201 with pseudo-sequence DRB1_1201. The binding affinity (normalized) is 0.485.